From a dataset of Full USPTO retrosynthesis dataset with 1.9M reactions from patents (1976-2016). Predict the reactants needed to synthesize the given product. (1) Given the product [Br:17][CH2:8][C:6]1[CH:7]=[C:2]([Cl:1])[CH:3]=[CH:4][C:5]=1[N:10]1[CH:14]=[N:13][CH:12]=[N:11]1, predict the reactants needed to synthesize it. The reactants are: [Cl:1][C:2]1[CH:3]=[CH:4][C:5]([N:10]2[CH:14]=[N:13][CH:12]=[N:11]2)=[C:6]([CH2:8]O)[CH:7]=1.S(Br)([Br:17])=O. (2) Given the product [CH3:12][O:11][C:5]1[CH:6]=[C:7]([O:9][CH3:10])[CH:8]=[C:3]([O:2][CH3:1])[C:4]=1[CH:13]([CH3:17])[CH2:14][CH2:15][O:16][C:18](=[O:22])[C:19]([CH3:21])=[CH2:20], predict the reactants needed to synthesize it. The reactants are: [CH3:1][O:2][C:3]1[CH:8]=[C:7]([O:9][CH3:10])[CH:6]=[C:5]([O:11][CH3:12])[C:4]=1[CH:13]([CH3:17])[CH2:14][CH2:15][OH:16].[C:18](O[C:18](=[O:22])[C:19]([CH3:21])=[CH2:20])(=[O:22])[C:19]([CH3:21])=[CH2:20].C(N(CC)CC)C.O. (3) Given the product [F:29][C:30]1[CH:31]=[C:32]([CH:24]=[CH:4][O:3][CH3:2])[CH:35]=[CH:36][C:37]=1[C:38]1[S:39][C:40]2[C:45]([N:46]=1)=[CH:44][CH:43]=[C:42]([C:47]1([C:50]3[CH:55]=[CH:54][CH:53]=[CH:52][CH:51]=3)[CH2:48][CH2:49]1)[N:41]=2, predict the reactants needed to synthesize it. The reactants are: [Cl-].[CH3:2][O:3][CH2:4][P+](C1C=CC=CC=1)(C1C=CC=CC=1)C1C=CC=CC=1.[CH2:24]([Li])CCC.[F:29][C:30]1[CH:31]=[C:32]([CH:35]=[CH:36][C:37]=1[C:38]1[S:39][C:40]2[C:45]([N:46]=1)=[CH:44][CH:43]=[C:42]([C:47]1([C:50]3[CH:55]=[CH:54][CH:53]=[CH:52][CH:51]=3)[CH2:49][CH2:48]1)[N:41]=2)C=O. (4) The reactants are: [CH2:1]([O:3][C@@H:4]([CH2:10][C:11]1[CH:16]=[CH:15][C:14]([OH:17])=[CH:13][CH:12]=1)[C:5]([O:7][CH2:8][CH3:9])=[O:6])[CH3:2].[F:18][C:19]([F:32])([F:31])[S:20](O[S:20]([C:19]([F:32])([F:31])[F:18])(=[O:22])=[O:21])(=[O:22])=[O:21]. Given the product [CH2:1]([O:3][C@@H:4]([CH2:10][C:11]1[CH:12]=[CH:13][C:14]([O:17][S:20]([C:19]([F:32])([F:31])[F:18])(=[O:22])=[O:21])=[CH:15][CH:16]=1)[C:5]([O:7][CH2:8][CH3:9])=[O:6])[CH3:2], predict the reactants needed to synthesize it. (5) Given the product [NH2:28][C@H:23]1[CH2:24][C@@H:25]([CH3:27])[CH2:26][N:21]([C:20]2[CH:19]=[CH:18][N:17]=[CH:16][C:15]=2[NH:14][C:12]([C:8]2[CH:7]=[CH:6][C:5]3[C:10](=[CH:11][C:2]([C:40]4[CH:39]=[N:38][N:37]([CH3:36])[CH:41]=4)=[CH:3][CH:4]=3)[N:9]=2)=[O:13])[CH2:22]1, predict the reactants needed to synthesize it. The reactants are: Br[C:2]1[CH:11]=[C:10]2[C:5]([CH:6]=[CH:7][C:8]([C:12]([NH:14][C:15]3[CH:16]=[N:17][CH:18]=[CH:19][C:20]=3[N:21]3[CH2:26][C@H:25]([CH3:27])[CH2:24][C@H:23]([NH:28]C(=O)OC(C)(C)C)[CH2:22]3)=[O:13])=[N:9]2)=[CH:4][CH:3]=1.[CH3:36][N:37]1[CH:41]=[C:40](B(O)O)[CH:39]=[N:38]1.CCN(C(C)C)C(C)C.N#N. (6) The reactants are: [S:1](O[S:1]([C:4]([F:7])([F:6])[F:5])(=[O:3])=[O:2])([C:4]([F:7])([F:6])[F:5])(=[O:3])=[O:2].N1C=CC=CC=1.[NH2:22][C:23]1[CH:28]=[CH:27][C:26]([C:29](=[O:31])[CH3:30])=[C:25]([Cl:32])[CH:24]=1.C(OCC)C. Given the product [C:29]([C:26]1[CH:27]=[CH:28][C:23]([NH:22][S:1]([C:4]([F:7])([F:6])[F:5])(=[O:3])=[O:2])=[CH:24][C:25]=1[Cl:32])(=[O:31])[CH3:30], predict the reactants needed to synthesize it.